Dataset: NCI-60 drug combinations with 297,098 pairs across 59 cell lines. Task: Regression. Given two drug SMILES strings and cell line genomic features, predict the synergy score measuring deviation from expected non-interaction effect. (1) Drug 1: CC(CN1CC(=O)NC(=O)C1)N2CC(=O)NC(=O)C2. Drug 2: CS(=O)(=O)CCNCC1=CC=C(O1)C2=CC3=C(C=C2)N=CN=C3NC4=CC(=C(C=C4)OCC5=CC(=CC=C5)F)Cl. Cell line: OVCAR3. Synergy scores: CSS=15.4, Synergy_ZIP=-5.73, Synergy_Bliss=-3.31, Synergy_Loewe=-7.89, Synergy_HSA=-4.23. (2) Drug 1: C1CCC(C1)C(CC#N)N2C=C(C=N2)C3=C4C=CNC4=NC=N3. Drug 2: C1=CC(=C2C(=C1NCCNCCO)C(=O)C3=C(C=CC(=C3C2=O)O)O)NCCNCCO. Cell line: OVCAR-4. Synergy scores: CSS=27.1, Synergy_ZIP=-6.31, Synergy_Bliss=2.60, Synergy_Loewe=-40.0, Synergy_HSA=2.60. (3) Drug 1: CC12CCC3C(C1CCC2O)C(CC4=C3C=CC(=C4)O)CCCCCCCCCS(=O)CCCC(C(F)(F)F)(F)F. Drug 2: C1C(C(OC1N2C=NC(=NC2=O)N)CO)O. Cell line: SK-MEL-5. Synergy scores: CSS=8.29, Synergy_ZIP=-1.56, Synergy_Bliss=2.45, Synergy_Loewe=-6.44, Synergy_HSA=2.43. (4) Drug 1: CN(C)C1=NC(=NC(=N1)N(C)C)N(C)C. Drug 2: C1=CC=C(C(=C1)C(C2=CC=C(C=C2)Cl)C(Cl)Cl)Cl. Cell line: RXF 393. Synergy scores: CSS=-2.30, Synergy_ZIP=1.33, Synergy_Bliss=0.937, Synergy_Loewe=-2.57, Synergy_HSA=-2.31. (5) Drug 1: CNC(=O)C1=NC=CC(=C1)OC2=CC=C(C=C2)NC(=O)NC3=CC(=C(C=C3)Cl)C(F)(F)F. Drug 2: C(CC(=O)O)C(=O)CN.Cl. Synergy scores: CSS=4.04, Synergy_ZIP=-1.13, Synergy_Bliss=-1.99, Synergy_Loewe=-1.37, Synergy_HSA=-4.12. Cell line: HOP-92. (6) Drug 1: CS(=O)(=O)C1=CC(=C(C=C1)C(=O)NC2=CC(=C(C=C2)Cl)C3=CC=CC=N3)Cl. Drug 2: CC1=C(C=C(C=C1)C(=O)NC2=CC(=CC(=C2)C(F)(F)F)N3C=C(N=C3)C)NC4=NC=CC(=N4)C5=CN=CC=C5. Cell line: SK-MEL-28. Synergy scores: CSS=-0.633, Synergy_ZIP=4.25, Synergy_Bliss=5.71, Synergy_Loewe=-2.66, Synergy_HSA=-1.82.